From a dataset of Peptide-MHC class I binding affinity with 185,985 pairs from IEDB/IMGT. Regression. Given a peptide amino acid sequence and an MHC pseudo amino acid sequence, predict their binding affinity value. This is MHC class I binding data. (1) The peptide sequence is SAKQLRTRIR. The MHC is HLA-A33:01 with pseudo-sequence HLA-A33:01. The binding affinity (normalized) is 0.0979. (2) The peptide sequence is FPTSCHMF. The MHC is HLA-B44:03 with pseudo-sequence HLA-B44:03. The binding affinity (normalized) is 0. (3) The MHC is HLA-A80:01 with pseudo-sequence HLA-A80:01. The peptide sequence is LQDDFDFNY. The binding affinity (normalized) is 0.0847. (4) The peptide sequence is LVKSPNHVK. The MHC is HLA-A03:01 with pseudo-sequence HLA-A03:01. The binding affinity (normalized) is 0.710.